This data is from NCI-60 drug combinations with 297,098 pairs across 59 cell lines. The task is: Regression. Given two drug SMILES strings and cell line genomic features, predict the synergy score measuring deviation from expected non-interaction effect. (1) Drug 1: C1CC(C1)(C(=O)O)C(=O)O.[NH2-].[NH2-].[Pt+2]. Drug 2: CN1C=C(C=N1)C2=C3N=C(C(=C(N3N=C2)N)Br)C4CCCNC4. Cell line: SW-620. Synergy scores: CSS=27.2, Synergy_ZIP=-4.66, Synergy_Bliss=-3.67, Synergy_Loewe=-4.75, Synergy_HSA=-3.41. (2) Cell line: SF-539. Drug 1: CC1C(C(CC(O1)OC2CC(CC3=C2C(=C4C(=C3O)C(=O)C5=C(C4=O)C(=CC=C5)OC)O)(C(=O)CO)O)N)O.Cl. Synergy scores: CSS=8.73, Synergy_ZIP=-5.14, Synergy_Bliss=-2.69, Synergy_Loewe=-2.67, Synergy_HSA=0.0680. Drug 2: CCN(CC)CCCC(C)NC1=C2C=C(C=CC2=NC3=C1C=CC(=C3)Cl)OC. (3) Drug 1: CC1=C(C=C(C=C1)NC(=O)C2=CC=C(C=C2)CN3CCN(CC3)C)NC4=NC=CC(=N4)C5=CN=CC=C5. Drug 2: COCCOC1=C(C=C2C(=C1)C(=NC=N2)NC3=CC=CC(=C3)C#C)OCCOC.Cl. Cell line: NCI/ADR-RES. Synergy scores: CSS=1.64, Synergy_ZIP=-0.599, Synergy_Bliss=0.855, Synergy_Loewe=-2.49, Synergy_HSA=-1.37.